This data is from Peptide-MHC class I binding affinity with 185,985 pairs from IEDB/IMGT. The task is: Regression. Given a peptide amino acid sequence and an MHC pseudo amino acid sequence, predict their binding affinity value. This is MHC class I binding data. The peptide sequence is TSEHGGRAY. The MHC is HLA-B27:05 with pseudo-sequence HLA-B27:05. The binding affinity (normalized) is 0.0847.